This data is from NCI-60 drug combinations with 297,098 pairs across 59 cell lines. The task is: Regression. Given two drug SMILES strings and cell line genomic features, predict the synergy score measuring deviation from expected non-interaction effect. (1) Drug 1: C1C(C(OC1N2C=NC3=C(N=C(N=C32)Cl)N)CO)O. Drug 2: CC1C(C(CC(O1)OC2CC(CC3=C2C(=C4C(=C3O)C(=O)C5=C(C4=O)C(=CC=C5)OC)O)(C(=O)CO)O)N)O.Cl. Cell line: NCI-H460. Synergy scores: CSS=42.0, Synergy_ZIP=-2.94, Synergy_Bliss=-3.71, Synergy_Loewe=-12.3, Synergy_HSA=-2.09. (2) Drug 1: C1CN1P(=S)(N2CC2)N3CC3. Drug 2: C1CN(P(=O)(OC1)NCCCl)CCCl. Cell line: RXF 393. Synergy scores: CSS=4.69, Synergy_ZIP=-1.54, Synergy_Bliss=0.510, Synergy_Loewe=-1.12, Synergy_HSA=0.295. (3) Drug 2: C1=NC2=C(N1)C(=S)N=C(N2)N. Drug 1: COC1=CC(=CC(=C1O)OC)C2C3C(COC3=O)C(C4=CC5=C(C=C24)OCO5)OC6C(C(C7C(O6)COC(O7)C8=CC=CS8)O)O. Synergy scores: CSS=46.6, Synergy_ZIP=-14.0, Synergy_Bliss=-8.56, Synergy_Loewe=-4.74, Synergy_HSA=-2.54. Cell line: 786-0. (4) Drug 1: C1=C(C(=O)NC(=O)N1)F. Drug 2: C1CC(=O)NC(=O)C1N2C(=O)C3=CC=CC=C3C2=O. Cell line: SNB-75. Synergy scores: CSS=25.6, Synergy_ZIP=0.821, Synergy_Bliss=5.58, Synergy_Loewe=3.84, Synergy_HSA=5.40. (5) Drug 1: C1=NC(=NC(=O)N1C2C(C(C(O2)CO)O)O)N. Drug 2: C1=NC2=C(N1)C(=S)N=CN2. Cell line: ACHN. Synergy scores: CSS=28.3, Synergy_ZIP=-8.22, Synergy_Bliss=-4.14, Synergy_Loewe=-9.52, Synergy_HSA=-1.20. (6) Drug 1: CC1C(C(CC(O1)OC2CC(CC3=C2C(=C4C(=C3O)C(=O)C5=C(C4=O)C(=CC=C5)OC)O)(C(=O)C)O)N)O.Cl. Drug 2: CC1=C(N=C(N=C1N)C(CC(=O)N)NCC(C(=O)N)N)C(=O)NC(C(C2=CN=CN2)OC3C(C(C(C(O3)CO)O)O)OC4C(C(C(C(O4)CO)O)OC(=O)N)O)C(=O)NC(C)C(C(C)C(=O)NC(C(C)O)C(=O)NCCC5=NC(=CS5)C6=NC(=CS6)C(=O)NCCC[S+](C)C)O. Cell line: UO-31. Synergy scores: CSS=15.9, Synergy_ZIP=-4.47, Synergy_Bliss=-1.54, Synergy_Loewe=0.274, Synergy_HSA=1.96. (7) Drug 1: CS(=O)(=O)C1=CC(=C(C=C1)C(=O)NC2=CC(=C(C=C2)Cl)C3=CC=CC=N3)Cl. Drug 2: C1=CC(=CC=C1CC(C(=O)O)N)N(CCCl)CCCl.Cl. Cell line: COLO 205. Synergy scores: CSS=30.5, Synergy_ZIP=-2.06, Synergy_Bliss=3.79, Synergy_Loewe=-10.2, Synergy_HSA=-3.45.